From a dataset of Forward reaction prediction with 1.9M reactions from USPTO patents (1976-2016). Predict the product of the given reaction. (1) Given the reactants Cl[C:2]1[C:7]([CH:8]=[O:9])=[C:6]([Cl:10])[N:5]=[C:4]([S:11][CH3:12])[N:3]=1.[F:13][C:14]1[CH:20]=[C:19]([F:21])[CH:18]=[C:17]([F:22])[C:15]=1[NH2:16].CCN(CC)CC.C([O-])([O-])=O.[Na+].[Na+], predict the reaction product. The product is: [Cl:10][C:6]1[C:7]([CH:8]=[O:9])=[C:2]([NH:16][C:15]2[C:14]([F:13])=[CH:20][C:19]([F:21])=[CH:18][C:17]=2[F:22])[N:3]=[C:4]([S:11][CH3:12])[N:5]=1. (2) Given the reactants [CH3:1][O:2][C:3]([C:5]1[CH:10]=[C:9]([CH3:11])[N:8]=[C:7](Cl)[N:6]=1)=[O:4].[C:13]1([CH:19]2[CH2:24][CH2:23][NH:22][CH2:21][CH2:20]2)[CH:18]=[CH:17][CH:16]=[CH:15][CH:14]=1.C(=O)(O)[O-].[Na+], predict the reaction product. The product is: [CH3:1][O:2][C:3]([C:5]1[CH:10]=[C:9]([CH3:11])[N:8]=[C:7]([N:22]2[CH2:23][CH2:24][CH:19]([C:13]3[CH:18]=[CH:17][CH:16]=[CH:15][CH:14]=3)[CH2:20][CH2:21]2)[N:6]=1)=[O:4]. (3) The product is: [OH:27][CH2:28][C:29]1[CH:34]=[CH:33][C:32]([C:2]2[N:11]=[CH:10][C:9]3[N:8]([CH2:12][C:13]([NH:15][CH2:16][CH:17]4[CH2:22][CH2:21][O:20][CH2:19][CH2:18]4)=[O:14])[CH2:7][C@@H:6]4[CH2:23][O:24][CH2:25][CH2:26][N:5]4[C:4]=3[N:3]=2)=[CH:31][CH:30]=1. Given the reactants Cl[C:2]1[N:11]=[CH:10][C:9]2[N:8]([CH2:12][C:13]([NH:15][CH2:16][CH:17]3[CH2:22][CH2:21][O:20][CH2:19][CH2:18]3)=[O:14])[CH2:7][C@@H:6]3[CH2:23][O:24][CH2:25][CH2:26][N:5]3[C:4]=2[N:3]=1.[OH:27][CH2:28][C:29]1[CH:34]=[CH:33][C:32](B(O)O)=[CH:31][CH:30]=1.C(=O)([O-])[O-].[Na+].[Na+], predict the reaction product.